Dataset: Forward reaction prediction with 1.9M reactions from USPTO patents (1976-2016). Task: Predict the product of the given reaction. Given the reactants [CH3:1][C:2]1[NH:6][C:5]2[CH:7]=[C:8]([O:12][CH2:13][C:14]3[CH:23]=[CH:22][CH:21]=[CH:20][C:15]=3[C:16]([O:18][CH3:19])=[O:17])[CH:9]=[C:10]([CH3:11])[C:4]=2[N:3]=1.[Cl:24][C:25]1[C:26]([CH2:35]Cl)=[N:27][CH:28]=[C:29]([C:31]([F:34])([F:33])[F:32])[CH:30]=1, predict the reaction product. The product is: [Cl:24][C:25]1[C:26]([CH2:35][N:6]2[C:5]3[CH:7]=[C:8]([O:12][CH2:13][C:14]4[CH:23]=[CH:22][CH:21]=[CH:20][C:15]=4[C:16]([O:18][CH3:19])=[O:17])[CH:9]=[C:10]([CH3:11])[C:4]=3[N:3]=[C:2]2[CH3:1])=[N:27][CH:28]=[C:29]([C:31]([F:33])([F:32])[F:34])[CH:30]=1.